From a dataset of Reaction yield outcomes from USPTO patents with 853,638 reactions. Predict the reaction yield, written as a fraction of the theoretical maximum amount of product (1.0 means a 100% yield; for example, 0.34 means a 34% yield). (1) The reactants are [CH3:1][C:2]1[C:9]([N+:10]([O-:12])=[O:11])=[CH:8][CH:7]=[CH:6][C:3]=1[CH:4]=[O:5].S(=O)(=O)(O)O.[Br:18]N1C(=O)CCC1=O. The catalyst is FC(F)(F)C(O)=O. The product is [Br:18][C:7]1[CH:8]=[C:9]([N+:10]([O-:12])=[O:11])[C:2]([CH3:1])=[C:3]([CH:6]=1)[CH:4]=[O:5]. The yield is 0.870. (2) The reactants are S(Cl)([Cl:3])=O.[NH2:5][CH2:6][CH:7]([C:9]([OH:11])=[O:10])[OH:8].[CH2:12](O)[CH3:13]. No catalyst specified. The product is [ClH:3].[CH2:12]([O:10][C:9](=[O:11])[CH:7]([OH:8])[CH2:6][NH2:5])[CH3:13]. The yield is 1.00. (3) The reactants are [CH3:1][O:2][C:3]([CH3:8])([CH3:7])[CH2:4][CH2:5][OH:6].[CH:9]([CH:11]=[CH2:12])=[O:10]. The catalyst is Cl.C(OCC)(=O)C. The product is [CH3:1][O:2][C:3]([CH3:8])([CH3:7])[CH2:4][CH2:5][O:6][CH2:12][CH2:11][CH:9]=[O:10]. The yield is 0.559. (4) The reactants are [NH:1]1[CH2:6][CH2:5][CH:4]([NH:7][C:8](=[O:14])[O:9][C:10]([CH3:13])([CH3:12])[CH3:11])[CH2:3][CH2:2]1.Br[CH2:16][CH2:17][F:18].[H-].[Na+]. The catalyst is CN(C=O)C.CCOC(C)=O.O. The product is [F:18][CH2:17][CH2:16][N:1]1[CH2:2][CH2:3][CH:4]([NH:7][C:8](=[O:14])[O:9][C:10]([CH3:11])([CH3:13])[CH3:12])[CH2:5][CH2:6]1. The yield is 0.840.